From a dataset of Forward reaction prediction with 1.9M reactions from USPTO patents (1976-2016). Predict the product of the given reaction. The product is: [Br:10][CH2:19][CH2:18][CH2:17][CH:16]([C:20]([F:23])([F:22])[F:21])[CH2:15][CH:14]([C:24]([F:25])([F:26])[F:27])[CH2:13][C:12]([F:11])([C:28]([F:29])([F:30])[F:31])[C:32]([F:33])([F:34])[F:35]. Given the reactants N[C@H](C(O)=O)C(S)(C)C.[BrH:10].[F:11][C:12]([C:32]([F:35])([F:34])[F:33])([C:28]([F:31])([F:30])[F:29])[CH2:13][CH:14]([C:24]([F:27])([F:26])[F:25])[CH2:15][CH:16]([C:20]([F:23])([F:22])[F:21])[CH2:17][CH:18]=[CH2:19], predict the reaction product.